Task: Regression/Classification. Given a drug SMILES string, predict its absorption, distribution, metabolism, or excretion properties. Task type varies by dataset: regression for continuous measurements (e.g., permeability, clearance, half-life) or binary classification for categorical outcomes (e.g., BBB penetration, CYP inhibition). Dataset: cyp1a2_veith.. Dataset: CYP1A2 inhibition data for predicting drug metabolism from PubChem BioAssay (1) The compound is CC(=O)N1CCC2(CCCN(c3cccc(-c4ccccc4)c3)C2)CC1. The result is 1 (inhibitor). (2) The result is 0 (non-inhibitor). The molecule is CCC(=O)O[C@@](Cc1ccccc1)(c1ccccc1)[C@@H](C)CN(C)C.O=S(=O)(O)c1ccc2ccccc2c1. (3) The drug is COc1ccc(CNc2nc(-c3cccnc3)nc3ccccc23)c(OC)c1. The result is 1 (inhibitor). (4) The compound is CN(Cc1ccco1)c1ccnc(-c2cccnc2)n1. The result is 1 (inhibitor).